This data is from Catalyst prediction with 721,799 reactions and 888 catalyst types from USPTO. The task is: Predict which catalyst facilitates the given reaction. (1) Reactant: [C:1]([O:5][C:6]([N:8]1[CH2:13][CH:12]=[C:11]([C:14]2[NH:23][C:17]3[N:18]=[CH:19][N:20]=[C:21](Cl)[C:16]=3[CH:15]=2)[CH2:10][CH2:9]1)=[O:7])([CH3:4])([CH3:3])[CH3:2].[CH3:24][N:25]1[C:29]2[CH:30]=[C:31]([NH2:34])[CH:32]=[CH:33][C:28]=2[N:27]=[CH:26]1. Product: [C:1]([O:5][C:6]([N:8]1[CH2:13][CH:12]=[C:11]([C:14]2[NH:23][C:17]3[N:18]=[CH:19][N:20]=[C:21]([NH:34][C:31]4[CH:32]=[CH:33][C:28]5[N:27]=[CH:26][N:25]([CH3:24])[C:29]=5[CH:30]=4)[C:16]=3[CH:15]=2)[CH2:10][CH2:9]1)=[O:7])([CH3:4])([CH3:3])[CH3:2]. The catalyst class is: 114. (2) Reactant: [OH:1][C:2]12[CH2:8][C:5](C(O)=O)([CH2:6][CH2:7]1)[CH2:4][CH2:3]2.[CH2:12]([OH:19])[C:13]1[CH:18]=[CH:17][CH:16]=[CH:15][CH:14]=1.CC[N:22]([CH:26](C)C)C(C)C.C1C=CC([O:35]P(OC2C=CC=CC=2)(N=[N+]=[N-])=O)=CC=1. Product: [OH:1][C:2]12[CH2:8][C:5]([NH:22][C:26](=[O:35])[O:19][CH2:12][C:13]3[CH:18]=[CH:17][CH:16]=[CH:15][CH:14]=3)([CH2:4][CH2:3]1)[CH2:6][CH2:7]2. The catalyst class is: 11.